The task is: Regression. Given a peptide amino acid sequence and an MHC pseudo amino acid sequence, predict their binding affinity value. This is MHC class II binding data.. This data is from Peptide-MHC class II binding affinity with 134,281 pairs from IEDB. (1) The peptide sequence is VKVLRPAPGGKAYMD. The MHC is HLA-DQA10601-DQB10402 with pseudo-sequence HLA-DQA10601-DQB10402. The binding affinity (normalized) is 0. (2) The peptide sequence is RGKMDVSGVQAPVGA. The MHC is HLA-DPA10301-DPB10402 with pseudo-sequence HLA-DPA10301-DPB10402. The binding affinity (normalized) is 0. (3) The peptide sequence is RGLLRRARGGPHHRR. The MHC is DRB1_0405 with pseudo-sequence DRB1_0405. The binding affinity (normalized) is 0.382. (4) The peptide sequence is EDLVRAYHSMSSTHE. The MHC is DRB1_0701 with pseudo-sequence DRB1_0701. The binding affinity (normalized) is 0.407. (5) The peptide sequence is KIIGGIGGFIKVRQYDQILI. The MHC is HLA-DPA10201-DPB10101 with pseudo-sequence HLA-DPA10201-DPB10101. The binding affinity (normalized) is 0.308.